From a dataset of Reaction yield outcomes from USPTO patents with 853,638 reactions. Predict the reaction yield, written as a fraction of the theoretical maximum amount of product (1.0 means a 100% yield; for example, 0.34 means a 34% yield). (1) The catalyst is C(O)C. The yield is 0.640. The product is [CH3:14][C:15]1[CH:24]=[CH:23][C:22]2[C:21]3[N:7]([C:6]4[CH:1]=[CH:2][C:3]([S:9]([NH2:12])(=[O:10])=[O:11])=[CH:4][CH:5]=4)[N:8]=[C:26]([C:27]([F:28])([F:29])[F:30])[C:20]=3[CH2:19][CH2:18][C:17]=2[CH:16]=1. The reactants are [CH:1]1[C:6]([NH:7][NH2:8])=[CH:5][CH:4]=[C:3]([S:9]([NH2:12])(=[O:11])=[O:10])[CH:2]=1.Cl.[CH3:14][C:15]1[CH:16]=[C:17]2[C:22](=[CH:23][CH:24]=1)[C:21](=O)[CH:20]([C:26](=O)[C:27]([F:30])([F:29])[F:28])[CH2:19][CH2:18]2. (2) The reactants are [N:1]12[CH2:8][CH2:7][CH:4]([CH2:5][CH2:6]1)[C@@H:3]([OH:9])[CH2:2]2.N1C2C(=CC=C3C=2N=CC=C3)C=CC=1.C([O-])([O-])=O.[Cs+].[Cs+].[F:30][C:31]1[CH:32]=[C:33](I)[CH:34]=[CH:35][CH:36]=1. The catalyst is C1(C)C=CC=CC=1.C(OCC)(=O)C.[Cu]I. The product is [F:30][C:31]1[CH:36]=[C:35]([CH:34]=[CH:33][CH:32]=1)[O:9][C@@H:3]1[CH:4]2[CH2:7][CH2:8][N:1]([CH2:6][CH2:5]2)[CH2:2]1. The yield is 0.450. (3) The reactants are [Cl-].O[NH3+:3].[C:4](=[O:7])([O-])[OH:5].[Na+].CS(C)=O.[CH2:13]([C:17]1[N:18]=[C:19]([CH3:46])[N:20]([C:39]2[CH:44]=[CH:43][CH:42]=[C:41]([F:45])[CH:40]=2)[C:21](=[O:38])[C:22]=1[CH2:23][C:24]1[CH:29]=[CH:28][C:27]([C:30]2[C:31]([C:36]#[N:37])=[CH:32][CH:33]=[CH:34][CH:35]=2)=[CH:26][CH:25]=1)[CH2:14][CH2:15][CH3:16]. The catalyst is O.C(OCC)(=O)C. The product is [CH2:13]([C:17]1[N:18]=[C:19]([CH3:46])[N:20]([C:39]2[CH:44]=[CH:43][CH:42]=[C:41]([F:45])[CH:40]=2)[C:21](=[O:38])[C:22]=1[CH2:23][C:24]1[CH:25]=[CH:26][C:27]([C:30]2[CH:35]=[CH:34][CH:33]=[CH:32][C:31]=2[C:36]2[NH:3][C:4](=[O:7])[O:5][N:37]=2)=[CH:28][CH:29]=1)[CH2:14][CH2:15][CH3:16]. The yield is 0.660. (4) The reactants are [I:1][C:2]1[CH:3]=[C:4]([CH:8]=[CH:9][C:10]=1[CH3:11])[C:5]([NH2:7])=[O:6].CO[CH:14](OC)[N:15]([CH3:17])[CH3:16]. No catalyst specified. The product is [CH3:14][N:15](/[CH:17]=[N:7]/[C:5](=[O:6])[C:4]1[CH:8]=[CH:9][C:10]([CH3:11])=[C:2]([I:1])[CH:3]=1)[CH3:16]. The yield is 0.780. (5) The reactants are C(NC(C)C)(C)C.[CH2:8]([Li])[CH2:9][CH2:10][CH3:11].[C:13]1([C:19]2[C:20]3[CH:32]=[CH:31][CH:30]=[CH:29][C:21]=3[O:22][CH2:23][C:24]=2[CH2:25][C:26]([OH:28])=[O:27])[CH:18]=[CH:17][CH:16]=[CH:15][CH:14]=1.BrCCCC.Cl. The catalyst is O1CCCC1.CCCCCC.CCCCC.O. The product is [C:13]1([C:19]2[C:20]3[CH:32]=[CH:31][CH:30]=[CH:29][C:21]=3[O:22][CH2:23][C:24]=2[CH:25]([CH2:8][CH2:9][CH2:10][CH3:11])[C:26]([OH:28])=[O:27])[CH:14]=[CH:15][CH:16]=[CH:17][CH:18]=1. The yield is 0.528. (6) The reactants are [CH2:1]([C:4]1[C:27]([N:28]([CH2:35][CH3:36])[CH:29]2[CH2:34][CH2:33][O:32][CH2:31][CH2:30]2)=[CH:26][CH:25]=[CH:24][C:5]=1[C:6]([NH:8][CH2:9][C:10]1[C:11]([O:22][CH3:23])=[N:12][C:13]([CH3:21])=[CH:14][C:15]=1[CH2:16][O:17][CH2:18]C=C)=[O:7])[CH:2]=[CH2:3]. The catalyst is C(Cl)Cl.Cl[Ru](=C1N(C2C(C)=CC(C)=CC=2C)CCN1C1C(C)=CC(C)=CC=1C)(Cl)(=CC1C=CC=CC=1)[P](C1CCCCC1)(C1CCCCC1)C1CCCCC1. The product is [CH2:35]([N:28]([CH:29]1[CH2:34][CH2:33][O:32][CH2:31][CH2:30]1)[C:27]1[C:4]2[CH2:1][CH:2]=[CH:3][CH2:18][O:17][CH2:16][C:15]3[CH:14]=[C:13]([CH3:21])[N:12]=[C:11]([O:22][CH3:23])[C:10]=3[CH2:9][NH:8][C:6](=[O:7])[C:5]=2[CH:24]=[CH:25][CH:26]=1)[CH3:36]. The yield is 0.547. (7) The reactants are [CH2:1]([O:5][C:6]1[N:11]=[C:10](Cl)[N:9]=[C:8](Cl)[N:7]=1)[CH2:2][CH2:3][CH3:4].[CH2:14]([NH:16][C:17]1[CH:18]=[C:19]([OH:23])[CH:20]=[CH:21][CH:22]=1)[CH3:15]. No catalyst specified. The product is [CH2:1]([O:5][C:6]1[N:11]=[C:10]([N:16]([CH2:14][CH3:15])[C:17]2[CH:22]=[CH:21][CH:20]=[C:19]([OH:23])[CH:18]=2)[N:9]=[C:8]([N:16]([CH2:14][CH3:15])[C:17]2[CH:22]=[CH:21][CH:20]=[C:19]([OH:23])[CH:18]=2)[N:7]=1)[CH2:2][CH2:3][CH3:4]. The yield is 0.470. (8) The reactants are Br[C:2]1[CH:3]=[C:4]2[C:9](=[CH:10][C:11]=1[F:12])[N:8]([C:13]([O:15][C:16]([CH3:19])([CH3:18])[CH3:17])=[O:14])[CH2:7][CH2:6][CH2:5]2.[CH3:20][N:21]1[CH:25]=[C:24](B2OC(C)(C)C(C)(C)O2)[CH:23]=[N:22]1.C([O-])([O-])=O.[K+].[K+]. The catalyst is O1CCOCC1.O.C1C=CC(P(C2C=CC=CC=2)[C-]2C=CC=C2)=CC=1.C1C=CC(P(C2C=CC=CC=2)[C-]2C=CC=C2)=CC=1.Cl[Pd]Cl.[Fe+2]. The product is [F:12][C:11]1[CH:10]=[C:9]2[C:4]([CH2:5][CH2:6][CH2:7][N:8]2[C:13]([O:15][C:16]([CH3:19])([CH3:18])[CH3:17])=[O:14])=[CH:3][C:2]=1[C:24]1[CH:23]=[N:22][N:21]([CH3:20])[CH:25]=1. The yield is 0.610. (9) The reactants are [CH3:1][O:2][C:3]([C:5]1[CH:6]=[CH:7][C:8]2[N:12]=[N:11][NH:10][C:9]=2[CH:13]=1)=[O:4].[OH-].[Na+].[Cl:16][CH2:17][CH2:18][CH2:19][CH2:20]Br. The catalyst is [Br-].C([N+](CCCC)(CCCC)CCCC)CCC.ClCCl. The product is [CH3:1][O:2][C:3]([C:5]1[CH:6]=[CH:7][C:8]2[N:12]=[N:11][N:10]([CH2:20][CH2:19][CH2:18][CH2:17][Cl:16])[C:9]=2[CH:13]=1)=[O:4]. The yield is 0.730. (10) The reactants are ClC(Cl)C(O)=O.N[C:8]1[N:9]([C:28]2[C:37]3[C:32](=[CH:33][CH:34]=[CH:35][CH:36]=3)[C:31]([CH:38]3[CH2:40][CH2:39]3)=[CH:30][CH:29]=2)[C:10]([S:13][CH2:14][C:15]([NH:17][C:18]2[CH:26]=[CH:25][C:21]([C:22]([OH:24])=[O:23])=[CH:20][C:19]=2[Cl:27])=[O:16])=[N:11][N:12]=1.N([O-])=O.[Na+].[Br:45]CBr. The catalyst is [Br-].C([N+](CC)(CC)CC)C1C=CC=CC=1. The product is [Br:45][C:8]1[N:9]([C:28]2[C:37]3[C:32](=[CH:33][CH:34]=[CH:35][CH:36]=3)[C:31]([CH:38]3[CH2:40][CH2:39]3)=[CH:30][CH:29]=2)[C:10]([S:13][CH2:14][C:15]([NH:17][C:18]2[CH:26]=[CH:25][C:21]([C:22]([OH:24])=[O:23])=[CH:20][C:19]=2[Cl:27])=[O:16])=[N:11][N:12]=1. The yield is 0.340.